From a dataset of Catalyst prediction with 721,799 reactions and 888 catalyst types from USPTO. Predict which catalyst facilitates the given reaction. The catalyst class is: 156. Product: [Cl:1][C:2]1[S:6][C:5]([C:7]([NH:9][CH2:10][C:11]2[CH:15]=[CH:14][N:13]([C:16]3[CH:21]=[CH:20][C:19]([N:25]4[CH:26]=[CH:27][CH:28]=[CH:29][C:24]4=[O:23])=[CH:18][CH:17]=3)[CH:12]=2)=[O:8])=[CH:4][CH:3]=1. Reactant: [Cl:1][C:2]1[S:6][C:5]([C:7]([NH:9][CH2:10][C:11]2[CH:15]=[CH:14][N:13]([C:16]3[CH:21]=[CH:20][C:19](I)=[CH:18][CH:17]=3)[CH:12]=2)=[O:8])=[CH:4][CH:3]=1.[OH:23][C:24]1[CH:29]=[CH:28][CH:27]=[CH:26][N:25]=1.OC1C=CC=C2C=1N=CC=C2.C([O-])([O-])=O.[K+].[K+].